Dataset: Full USPTO retrosynthesis dataset with 1.9M reactions from patents (1976-2016). Task: Predict the reactants needed to synthesize the given product. (1) Given the product [CH3:1][C:2]1[CH:7]=[CH:6][C:5]([S:8]([O:11][CH2:12][CH:13]2[O:18][C:17]3[C:19]([CH:26]=[CH:27][CH3:28])=[C:20]([NH2:23])[CH:21]=[CH:22][C:16]=3[O:15][CH2:14]2)(=[O:10])=[O:9])=[CH:4][CH:3]=1, predict the reactants needed to synthesize it. The reactants are: [CH3:1][C:2]1[CH:7]=[CH:6][C:5]([S:8]([O:11][CH2:12][C@@H:13]2[O:18][C:17]3[C:19]([CH:26]=[CH:27][CH3:28])=[C:20]([N+:23]([O-])=O)[CH:21]=[CH:22][C:16]=3[O:15][CH2:14]2)(=[O:10])=[O:9])=[CH:4][CH:3]=1.C(=O)(O)[O-].[Na+]. (2) Given the product [Si:24]([O:31][CH2:32][CH2:33][O:34][C:2]1[CH:7]=[CH:6][C:5]([N+:8]([O-:10])=[O:9])=[CH:4][C:3]=1[N:11]1[C:15](=[O:16])[N:14]([CH3:17])[N:13]=[N:12]1)([C:27]([CH3:29])([CH3:30])[CH3:28])([CH3:26])[CH3:25], predict the reactants needed to synthesize it. The reactants are: F[C:2]1[CH:7]=[CH:6][C:5]([N+:8]([O-:10])=[O:9])=[CH:4][C:3]=1[N:11]1[C:15](=[O:16])[N:14]([CH3:17])[N:13]=[N:12]1.CC(C)([O-])C.[K+].[Si:24]([O:31][CH2:32][CH2:33][OH:34])([C:27]([CH3:30])([CH3:29])[CH3:28])([CH3:26])[CH3:25].